This data is from Full USPTO retrosynthesis dataset with 1.9M reactions from patents (1976-2016). The task is: Predict the reactants needed to synthesize the given product. (1) Given the product [CH3:20][O:22][C:4]1[CH:3]=[C:2]([N:14]2[CH2:19][CH2:18][NH:17][CH2:16][CH2:15]2)[C:11]2[C:6](=[CH:7][CH:8]=[CH:9][CH:10]=2)[N:5]=1, predict the reactants needed to synthesize it. The reactants are: Cl[C:2]1[C:11]2[C:6](=[CH:7][CH:8]=[C:9](OC)[CH:10]=2)[N:5]=[CH:4][CH:3]=1.[NH:14]1[CH2:19][CH2:18][NH:17][CH2:16][CH2:15]1.[C:20](O)(=[O:22])C. (2) Given the product [O:1]=[C:2]1[N:8]([CH:9]2[CH2:10][CH2:11][N:12]([C:15]([O:17][C@@H:18]([C:31]([O:33][CH3:34])=[O:32])[CH2:19][C:20]3[CH:21]=[C:22]([CH3:30])[C:23]([NH2:29])=[C:24]([NH2:26])[CH:25]=3)=[O:16])[CH2:13][CH2:14]2)[CH2:7][CH2:6][C:5]2[CH:35]=[CH:36][CH:37]=[CH:38][C:4]=2[NH:3]1, predict the reactants needed to synthesize it. The reactants are: [O:1]=[C:2]1[N:8]([CH:9]2[CH2:14][CH2:13][N:12]([C:15]([O:17][C@@H:18]([C:31]([O:33][CH3:34])=[O:32])[CH2:19][C:20]3[CH:25]=[C:24]([N+:26]([O-])=O)[C:23]([NH2:29])=[C:22]([CH3:30])[CH:21]=3)=[O:16])[CH2:11][CH2:10]2)[CH2:7][CH2:6][C:5]2[CH:35]=[CH:36][CH:37]=[CH:38][C:4]=2[NH:3]1.[H][H]. (3) Given the product [F:13][C:14]1[CH:15]=[C:16]([CH:19]=[CH:20][C:21]=1[F:22])[CH2:17][O:9][CH2:8][CH2:7][CH2:6][CH2:5][CH2:4][CH2:3][CH2:2][CH2:1][OH:10], predict the reactants needed to synthesize it. The reactants are: [CH2:1]([OH:10])[CH2:2][CH2:3][CH2:4][CH2:5][CH2:6][CH2:7][CH2:8][OH:9].[H-].[Na+].[F:13][C:14]1[CH:15]=[C:16]([CH:19]=[CH:20][C:21]=1[F:22])[CH2:17]Br. (4) Given the product [Br:1][C:2]1[CH:7]=[C:6]([CH3:8])[C:5]([O:9][CH3:11])=[C:4]([F:10])[CH:3]=1, predict the reactants needed to synthesize it. The reactants are: [Br:1][C:2]1[CH:7]=[C:6]([CH3:8])[C:5]([OH:9])=[C:4]([F:10])[CH:3]=1.[C:11](=O)([O-])[O-].[K+].[K+].IC. (5) Given the product [CH3:34][O:33][C:31]1[CH:30]=[C:27]([CH:28]=[CH:9][C:10]2[CH:11]=[C:12]([O:18][CH3:19])[CH:13]=[C:14]([O:16][CH3:17])[CH:15]=2)[CH:26]=[C:25]([O:24][CH3:23])[CH:32]=1, predict the reactants needed to synthesize it. The reactants are: C(OP([CH2:9][C:10]1[CH:15]=[C:14]([O:16][CH3:17])[CH:13]=[C:12]([O:18][CH3:19])[CH:11]=1)(=O)OCC)C.C[O-].[Na+].[CH3:23][O:24][C:25]1[CH:26]=[C:27]([CH:30]=[C:31]([O:33][CH3:34])[CH:32]=1)[CH:28]=O.